This data is from Forward reaction prediction with 1.9M reactions from USPTO patents (1976-2016). The task is: Predict the product of the given reaction. (1) Given the reactants [CH:1]([C:4]1[C:13]2[O:12][CH:11]([C:14]3[CH:19]=[CH:18][CH:17]=[CH:16][CH:15]=3)[C:10](=O)[NH:9][C:8]=2[CH:7]=[CH:6][CH:5]=1)([CH3:3])[CH3:2].B.O1CCCC1.O.C(=O)([O-])O.[Na+], predict the reaction product. The product is: [CH:1]([C:4]1[C:13]2[O:12][CH:11]([C:14]3[CH:19]=[CH:18][CH:17]=[CH:16][CH:15]=3)[CH2:10][NH:9][C:8]=2[CH:7]=[CH:6][CH:5]=1)([CH3:3])[CH3:2]. (2) Given the reactants [CH2:1]([N:8]1[CH2:13][CH2:12][CH:11]([N:14]2[CH2:18][CH2:17][N:16]([CH2:19][CH2:20]Br)[C:15]2=[C:22]([C:25]#[N:26])[C:23]#[N:24])[CH2:10][CH2:9]1)[C:2]1[CH:7]=[CH:6][CH:5]=[CH:4][CH:3]=1.C(=O)([O-])[O-].[K+].[K+].[CH3:33][C@H:34]1[CH2:38][CH2:37][CH2:36][NH:35]1.[OH-].[Na+], predict the reaction product. The product is: [CH2:1]([N:8]1[CH2:13][CH2:12][CH:11]([N:14]2[CH2:18][CH2:17][N:16]([CH2:19][CH2:20][N:35]3[CH2:36][CH2:37][CH2:38][C@@H:34]3[CH3:33])[C:15]2=[C:22]([C:25]#[N:26])[C:23]#[N:24])[CH2:10][CH2:9]1)[C:2]1[CH:7]=[CH:6][CH:5]=[CH:4][CH:3]=1. (3) Given the reactants [Si]([O:8][C:9]1[CH:14]=[C:13]([CH3:15])[C:12]([C:16]2[CH:21]=[CH:20][CH:19]=[C:18]([CH2:22][O:23][C:24]3[CH:29]=[CH:28][C:27]([CH2:30][CH2:31][C:32]([O:34][C:35]([CH3:38])([CH3:37])[CH3:36])=[O:33])=[CH:26][CH:25]=3)[CH:17]=2)=[C:11]([CH3:39])[CH:10]=1)(C(C)(C)C)(C)C.[F-].C([N+](CCCC)(CCCC)CCCC)CCC, predict the reaction product. The product is: [OH:8][C:9]1[CH:10]=[C:11]([CH3:39])[C:12]([C:16]2[CH:21]=[CH:20][CH:19]=[C:18]([CH2:22][O:23][C:24]3[CH:29]=[CH:28][C:27]([CH2:30][CH2:31][C:32]([O:34][C:35]([CH3:37])([CH3:36])[CH3:38])=[O:33])=[CH:26][CH:25]=3)[CH:17]=2)=[C:13]([CH3:15])[CH:14]=1. (4) Given the reactants [NH2:1][C:2]1[N:7]=[C:6](OS(C(F)(F)F)(=O)=O)[C:5]([C:16]#[N:17])=[C:4]([C:18]2[O:19][CH:20]=[CH:21][CH:22]=2)[N:3]=1.[CH:23]([Sn](CCCC)(CCCC)CCCC)=[CH2:24].C(=O)([O-])[O-].[Na+].[Na+], predict the reaction product. The product is: [NH2:1][C:2]1[N:3]=[C:4]([C:18]2[O:19][CH:20]=[CH:21][CH:22]=2)[C:5]([C:16]#[N:17])=[C:6]([CH:23]=[CH2:24])[N:7]=1. (5) The product is: [Cl:1][C:2]1[C:3]([O:12][C:13]2[CH:18]=[C:17]([O:19][CH2:20][CH2:21][O:22][CH3:23])[CH:16]=[CH:15][C:14]=2/[CH:24]=[C:25](\[CH3:29])/[C:26]([NH:48][S:45]([CH2:44][C:43]([F:50])([F:49])[F:42])(=[O:47])=[O:46])=[O:28])=[N:4][CH:5]=[C:6]([C:8]([F:9])([F:10])[F:11])[CH:7]=1. Given the reactants [Cl:1][C:2]1[C:3]([O:12][C:13]2[CH:18]=[C:17]([O:19][CH2:20][CH2:21][O:22][CH3:23])[CH:16]=[CH:15][C:14]=2/[CH:24]=[C:25](\[CH3:29])/[C:26]([OH:28])=O)=[N:4][CH:5]=[C:6]([C:8]([F:11])([F:10])[F:9])[CH:7]=1.Cl.C(N=C=NCCCN(C)C)C.[F:42][C:43]([F:50])([F:49])[CH2:44][S:45]([NH2:48])(=[O:47])=[O:46].Cl, predict the reaction product. (6) The product is: [ClH:23].[O:1]1[C:5]2[CH:6]=[CH:7][CH:8]=[C:9]([N:10]3[CH2:15][CH2:14][NH:13][CH2:12][CH2:11]3)[C:4]=2[O:3][CH2:2]1. Given the reactants [O:1]1[C:5]2[CH:6]=[CH:7][CH:8]=[C:9]([N:10]3[CH2:15][CH2:14][N:13](C(OC(C)(C)C)=O)[CH2:12][CH2:11]3)[C:4]=2[O:3][CH2:2]1.[ClH:23].O1CCOCC1.C(OC(C)C)(C)C, predict the reaction product. (7) Given the reactants [CH3:1][C:2]1[NH:6][C:5]2[CH:7]=[C:8]([O:12][CH2:13][CH2:14][CH2:15][C:16]([O:18][CH2:19][CH3:20])=[O:17])[CH:9]=[C:10]([CH3:11])[C:4]=2[N:3]=1.C([O-])([O-])=O.[K+].[K+].CN(C=O)C.[C:32]([O:35][C:36]1[CH:41]=[CH:40][C:39]([CH2:42]Br)=[C:38]([Cl:44])[CH:37]=1)(=[O:34])[CH3:33], predict the reaction product. The product is: [C:32]([O:35][C:36]1[CH:41]=[CH:40][C:39]([CH2:42][N:6]2[C:5]3[CH:7]=[C:8]([O:12][CH2:13][CH2:14][CH2:15][C:16]([O:18][CH2:19][CH3:20])=[O:17])[CH:9]=[C:10]([CH3:11])[C:4]=3[N:3]=[C:2]2[CH3:1])=[C:38]([Cl:44])[CH:37]=1)(=[O:34])[CH3:33].